From a dataset of Full USPTO retrosynthesis dataset with 1.9M reactions from patents (1976-2016). Predict the reactants needed to synthesize the given product. (1) Given the product [NH2:11][C@H:12]([C:24]1[CH:25]=[CH:26][CH:27]=[CH:28][CH:29]=1)[C:13]([NH:15][CH2:16][C:17]([O:19][C:20]([CH3:22])([CH3:23])[CH3:21])=[O:18])=[O:14], predict the reactants needed to synthesize it. The reactants are: C(OC([NH:11][C@H:12]([C:24]1[CH:29]=[CH:28][CH:27]=[CH:26][CH:25]=1)[C:13]([NH:15][CH2:16][C:17]([O:19][C:20]([CH3:23])([CH3:22])[CH3:21])=[O:18])=[O:14])=O)C1C=CC=CC=1. (2) Given the product [C:2]([C:6]1[O:10][N:9]=[C:8]([NH:11][C:12]([NH:14][C:15]2[CH:20]=[CH:19][C:18]([C:21]3[N:25]4[CH:26]=[CH:27][C:28]([C:30]5[CH:35]=[CH:34][N:33]=[C:32]([CH2:36][CH2:37][CH2:38][N:43]([CH2:44][CH3:45])[CH2:41][CH3:42])[CH:31]=5)=[CH:29][C:24]4=[N:23][CH:22]=3)=[CH:17][C:16]=2[F:40])=[O:13])[CH:7]=1)([CH3:4])([CH3:3])[CH3:5], predict the reactants needed to synthesize it. The reactants are: Cl.[C:2]([C:6]1[O:10][N:9]=[C:8]([NH:11][C:12]([NH:14][C:15]2[CH:20]=[CH:19][C:18]([C:21]3[N:25]4[CH:26]=[CH:27][C:28]([C:30]5[CH:35]=[CH:34][N:33]=[C:32]([CH2:36][CH2:37][CH:38]=O)[CH:31]=5)=[CH:29][C:24]4=[N:23][CH:22]=3)=[CH:17][C:16]=2[F:40])=[O:13])[CH:7]=1)([CH3:5])([CH3:4])[CH3:3].[CH2:41]([NH:43][CH2:44][CH3:45])[CH3:42].C(O[BH-](OC(=O)C)OC(=O)C)(=O)C.[Na+]. (3) Given the product [CH3:1][CH:2]([CH2:5][CH3:6])[CH2:3][O:4][C:8]1[N:9]=[C:10]([OH:18])[C:11]2[CH:17]=[CH:16][N:15]=[CH:14][C:12]=2[N:13]=1, predict the reactants needed to synthesize it. The reactants are: [CH3:1][CH:2]([CH2:5][CH3:6])[CH2:3][OH:4].Cl[C:8]1[N:9]=[C:10]([OH:18])[C:11]2[CH:17]=[CH:16][N:15]=[CH:14][C:12]=2[N:13]=1. (4) The reactants are: [C:1]([C:5]1[CH:10]=[CH:9][CH:8]=[CH:7][C:6]=1[OH:11])([CH3:4])([CH3:3])[CH3:2].[N+:12]([O-])([OH:14])=[O:13]. Given the product [C:1]([C:5]1[CH:10]=[C:9]([N+:12]([O-:14])=[O:13])[CH:8]=[CH:7][C:6]=1[OH:11])([CH3:4])([CH3:2])[CH3:3], predict the reactants needed to synthesize it. (5) Given the product [O:28]=[C:23]1[CH2:24][CH2:25][C:26](=[O:27])[N:22]1[O:5][C:4](=[O:6])[C:3]1[CH:7]=[C:8]([C:12](=[O:20])[C:13]2[CH:18]=[CH:17][C:16]([CH3:19])=[CH:15][CH:14]=2)[CH:9]=[C:10]([OH:11])[C:2]=1[OH:1], predict the reactants needed to synthesize it. The reactants are: [OH:1][C:2]1[C:10]([OH:11])=[CH:9][C:8]([C:12](=[O:20])[C:13]2[CH:18]=[CH:17][C:16]([CH3:19])=[CH:15][CH:14]=2)=[CH:7][C:3]=1[C:4]([OH:6])=[O:5].O[N:22]1[C:26](=[O:27])[CH2:25][CH2:24][C:23]1=[O:28].C1(N=C=N)CCCCC1. (6) The reactants are: Cl[C:2]1[N:3]=[C:4]([N:22]2[CH2:27][CH2:26][O:25][CH2:24][CH2:23]2)[C:5]2[S:10][C:9]([CH2:11][N:12]3[CH2:17][CH2:16][N:15]([S:18]([CH3:21])(=[O:20])=[O:19])[CH2:14][CH2:13]3)=[CH:8][C:6]=2[N:7]=1.CC1(C)C(C)(C)OB([C:36]2[CH:37]=[CH:38][C:39]([NH:42][C:43](=[O:45])[CH3:44])=[N:40][CH:41]=2)O1. Given the product [O:25]1[CH2:26][CH2:27][N:22]([C:4]2[C:5]3[S:10][C:9]([CH2:11][N:12]4[CH2:17][CH2:16][N:15]([S:18]([CH3:21])(=[O:20])=[O:19])[CH2:14][CH2:13]4)=[CH:8][C:6]=3[N:7]=[C:2]([C:36]3[CH:37]=[CH:38][C:39]([NH:42][C:43](=[O:45])[CH3:44])=[N:40][CH:41]=3)[N:3]=2)[CH2:23][CH2:24]1, predict the reactants needed to synthesize it.